Dataset: Full USPTO retrosynthesis dataset with 1.9M reactions from patents (1976-2016). Task: Predict the reactants needed to synthesize the given product. (1) Given the product [NH2:33][C:22]1[CH:23]=[CH:24][C:25]([C:27]2[CH:28]=[N:29][CH:30]=[CH:31][CH:32]=2)=[CH:26][C:21]=1[NH:20][C:18](=[O:19])[C:17]1[CH:41]=[CH:42][C:14]([C:12]([NH:11][CH2:10][CH2:9][N:6]2[CH2:7][CH2:8][N:3]([CH3:2])[CH2:4][CH2:5]2)=[O:13])=[CH:15][CH:16]=1, predict the reactants needed to synthesize it. The reactants are: Cl.[CH3:2][N:3]1[CH2:8][CH2:7][N:6]([CH2:9][CH2:10][NH:11][C:12]([C:14]2[CH:42]=[CH:41][C:17]([C:18]([NH:20][C:21]3[CH:26]=[C:25]([C:27]4[CH:28]=[N:29][CH:30]=[CH:31][CH:32]=4)[CH:24]=[CH:23][C:22]=3[NH:33]C(=O)OC(C)(C)C)=[O:19])=[CH:16][CH:15]=2)=[O:13])[CH2:5][CH2:4]1. (2) Given the product [CH3:29][N:30]([CH3:35])[CH2:31][CH2:32][CH2:33][O:24][CH2:23][C:13]1[S:12][C:11]2[C:10]3[CH:25]=[CH:26][C:7]([O:6][CH2:5][CH2:4][CH2:3][N:2]([CH3:1])[CH3:27])=[CH:8][C:9]=3[O:18][C:17]3[CH:19]=[CH:20][CH:21]=[CH:22][C:16]=3[C:15]=2[CH:14]=1, predict the reactants needed to synthesize it. The reactants are: [CH3:1][N:2]([CH3:27])[CH2:3][CH2:4][CH2:5][O:6][C:7]1[CH:26]=[CH:25][C:10]2[C:11]3[S:12][C:13]([CH2:23][OH:24])=[CH:14][C:15]=3[C:16]3[CH:22]=[CH:21][CH:20]=[CH:19][C:17]=3[O:18][C:9]=2[CH:8]=1.Cl.[CH3:29][N:30]([CH3:35])[CH2:31][CH2:32][CH2:33]Cl. (3) Given the product [Cl:25][C:9]1[C:10]2[C:5](=[CH:4][C:3]([O:2][CH3:1])=[CH:12][CH:11]=2)[C:6]([C:16]2[CH:21]=[CH:20][CH:19]=[C:18]([F:22])[CH:17]=2)=[C:7]([C:14]#[N:15])[N:8]=1, predict the reactants needed to synthesize it. The reactants are: [CH3:1][O:2][C:3]1[CH:4]=[C:5]2[C:10](=[CH:11][CH:12]=1)[C:9](=O)[NH:8][C:7]([C:14]#[N:15])=[C:6]2[C:16]1[CH:21]=[CH:20][CH:19]=[C:18]([F:22])[CH:17]=1.O=P(Cl)(Cl)[Cl:25]. (4) Given the product [C:35]([O:38][CH2:31][C:20]1[N:19]=[C:18]([N:16]2[CH2:17][CH:14]([C:12](=[O:13])[NH:11][S:8]([CH2:1][C:2]3[CH:7]=[CH:6][CH:5]=[CH:4][CH:3]=3)(=[O:10])=[O:9])[CH2:15]2)[C:28]([C:29]#[N:30])=[CH:27][C:21]=1[C:22]([O:24][CH2:25][CH3:26])=[O:23])(=[O:37])[CH3:36], predict the reactants needed to synthesize it. The reactants are: [CH2:1]([S:8]([NH:11][C:12]([CH:14]1[CH2:17][N:16]([C:18]2[C:28]([C:29]#[N:30])=[CH:27][C:21]([C:22]([O:24][CH2:25][CH3:26])=[O:23])=[C:20]([CH2:31]Cl)[N:19]=2)[CH2:15]1)=[O:13])(=[O:10])=[O:9])[C:2]1[CH:7]=[CH:6][CH:5]=[CH:4][CH:3]=1.[I-].[Na+].[C:35]([O-:38])(=[O:37])[CH3:36].[Na+].